This data is from Full USPTO retrosynthesis dataset with 1.9M reactions from patents (1976-2016). The task is: Predict the reactants needed to synthesize the given product. (1) Given the product [Cl:1][C:2]1[CH:7]=[C:6]([O:8][S:17]([C:16]([F:35])([F:34])[F:15])(=[O:19])=[O:18])[C:5]([Cl:9])=[CH:4][C:3]=1[CH2:10][C:11]([O:13][CH3:14])=[O:12], predict the reactants needed to synthesize it. The reactants are: [Cl:1][C:2]1[CH:7]=[C:6]([OH:8])[C:5]([Cl:9])=[CH:4][C:3]=1[CH2:10][C:11]([O:13][CH3:14])=[O:12].[F:15][C:16]([F:35])([F:34])[S:17](N(C1C=CC=CC=1)[S:17]([C:16]([F:35])([F:34])[F:15])(=[O:19])=[O:18])(=[O:19])=[O:18].C(=O)([O-])[O-].[K+].[K+]. (2) Given the product [F:1][C:2]1[CH:3]=[C:4]([NH:21][C:32]([C:29]2[C:28](=[O:35])[N:27]3[CH:36]=[C:23]([CH3:22])[CH:24]=[CH:25][C:26]3=[N:31][CH:30]=2)=[O:33])[CH:5]=[CH:6][C:7]=1[O:8][C:9]1[C:18]2[C:13](=[CH:14][C:15]([O:19][CH3:20])=[CH:16][CH:17]=2)[N:12]=[CH:11][CH:10]=1, predict the reactants needed to synthesize it. The reactants are: [F:1][C:2]1[CH:3]=[C:4]([NH2:21])[CH:5]=[CH:6][C:7]=1[O:8][C:9]1[C:18]2[C:13](=[CH:14][C:15]([O:19][CH3:20])=[CH:16][CH:17]=2)[N:12]=[CH:11][CH:10]=1.[CH3:22][C:23]1[CH:24]=[CH:25][C:26]2[N:27]([CH:36]=1)[C:28](=[O:35])[C:29]([C:32](O)=[O:33])=[CH:30][N:31]=2.CN(C(ON1N=NC2C=CC=NC1=2)=[N+](C)C)C.F[P-](F)(F)(F)(F)F.